Regression. Given a peptide amino acid sequence and an MHC pseudo amino acid sequence, predict their binding affinity value. This is MHC class I binding data. From a dataset of Peptide-MHC class I binding affinity with 185,985 pairs from IEDB/IMGT. (1) The peptide sequence is RGKLKRRAI. The MHC is HLA-B38:01 with pseudo-sequence HLA-B38:01. The binding affinity (normalized) is 0.0847. (2) The peptide sequence is EMMAKEEEL. The binding affinity (normalized) is 0.0671. The MHC is HLA-A02:06 with pseudo-sequence HLA-A02:06. (3) The peptide sequence is TLMSIVSSL. The MHC is H-2-Kb with pseudo-sequence H-2-Kb. The binding affinity (normalized) is 0.114.